Dataset: Reaction yield outcomes from USPTO patents with 853,638 reactions. Task: Predict the reaction yield, written as a fraction of the theoretical maximum amount of product (1.0 means a 100% yield; for example, 0.34 means a 34% yield). (1) The reactants are [CH2:1]([O:8][N:9]1[C:15](=[O:16])[N:14]2[CH2:17][C@@H:10]1[CH2:11][CH2:12][C@@H:13]2[C:18]([OH:20])=O)[C:2]1[CH:7]=[CH:6][CH:5]=[CH:4][CH:3]=1.C([N:23](CC)CC)C.ClC(OCC(C)C)=O.N. The catalyst is ClCCl.CCCCCC.C(OCC)(=O)C.O. The product is [CH2:1]([O:8][N:9]1[C:15](=[O:16])[N:14]2[CH2:17][C@@H:10]1[CH2:11][CH2:12][C@@H:13]2[C:18]([NH2:23])=[O:20])[C:2]1[CH:3]=[CH:4][CH:5]=[CH:6][CH:7]=1. The yield is 0.870. (2) The reactants are [C:1]([CH2:3][C:4]1[CH:5]=[C:6]([CH:11]=[CH:12][CH:13]=1)[C:7]([O:9][CH3:10])=[O:8])#[N:2].[H-].[Na+].Br[CH2:17][CH2:18][O:19][CH2:20][CH2:21]Br. The catalyst is CS(C)=O. The product is [C:1]([C:3]1([C:4]2[CH:5]=[C:6]([CH:11]=[CH:12][CH:13]=2)[C:7]([O:9][CH3:10])=[O:8])[CH2:21][CH2:20][O:19][CH2:18][CH2:17]1)#[N:2]. The yield is 0.460. (3) The product is [C:22]([O:26][C:27](=[O:36])[NH:28][C@H:29]1[CH2:30][CH2:31][C@@H:32]([NH:35][C:2]2[N:7]=[C:6]([N:8]([CH3:10])[CH3:9])[C:5]([CH3:11])=[C:4]([CH3:12])[N:3]=2)[CH2:33][CH2:34]1)([CH3:25])([CH3:23])[CH3:24]. The reactants are Cl[C:2]1[N:7]=[C:6]([N:8]([CH3:10])[CH3:9])[C:5]([CH3:11])=[C:4]([CH3:12])[N:3]=1.CCN(C(C)C)C(C)C.[C:22]([O:26][C:27](=[O:36])[NH:28][C@H:29]1[CH2:34][CH2:33][C@@H:32]([NH2:35])[CH2:31][CH2:30]1)([CH3:25])([CH3:24])[CH3:23]. The yield is 0.890. The catalyst is CC(O)C. (4) The reactants are Cl[C:2]1[CH:7]=[C:6]([O:8][C:9]2[CH:10]=[N:11][C:12]([NH2:15])=[N:13][CH:14]=2)[CH:5]=[CH:4][N:3]=1.[CH3:16][N:17]1[CH:21]=[C:20](B2OC(C)(C)C(C)(C)O2)[CH:19]=[N:18]1.C(=O)([O-])[O-].[K+].[K+]. The catalyst is O1CCOCC1.O.C1C=CC([P]([Pd]([P](C2C=CC=CC=2)(C2C=CC=CC=2)C2C=CC=CC=2)([P](C2C=CC=CC=2)(C2C=CC=CC=2)C2C=CC=CC=2)[P](C2C=CC=CC=2)(C2C=CC=CC=2)C2C=CC=CC=2)(C2C=CC=CC=2)C2C=CC=CC=2)=CC=1. The product is [CH3:16][N:17]1[CH:21]=[C:20]([C:2]2[CH:7]=[C:6]([O:8][C:9]3[CH:10]=[N:11][C:12]([NH2:15])=[N:13][CH:14]=3)[CH:5]=[CH:4][N:3]=2)[CH:19]=[N:18]1. The yield is 0.550. (5) The reactants are I[C:2]1[CH:14]=[CH:13][C:5]2[C:6](=[O:12])[CH2:7][CH2:8][C:9](=[O:11])[NH:10][C:4]=2[CH:3]=1.[F-].[K+].[CH2:17]([Sn](CCCC)(CCCC)C=C)[CH2:18]CC.CCOC(C)=O. The catalyst is CN(C=O)C.[Cu]I.C1C=CC([P]([Pd]([P](C2C=CC=CC=2)(C2C=CC=CC=2)C2C=CC=CC=2)([P](C2C=CC=CC=2)(C2C=CC=CC=2)C2C=CC=CC=2)[P](C2C=CC=CC=2)(C2C=CC=CC=2)C2C=CC=CC=2)(C2C=CC=CC=2)C2C=CC=CC=2)=CC=1. The product is [CH:17]([C:2]1[CH:14]=[CH:13][C:5]2[C:6](=[O:12])[CH2:7][CH2:8][C:9](=[O:11])[NH:10][C:4]=2[CH:3]=1)=[CH2:18]. The yield is 0.400. (6) The reactants are [OH:1][NH:2][C:3]([NH2:5])=[O:4].CN1CCOCC1.FC1C=CC=C([C@@:20]([NH:28][C:29]([O:31][C:32]([CH3:35])([CH3:34])[CH3:33])=[O:30])([CH2:24][CH:25]([CH3:27])[CH3:26])[C:21]([O-])=[O:22])C=1. The catalyst is CN(C=O)C. The product is [C:32]([O:31][C:29]([NH:28][C@@H:20]([CH2:24][CH:25]([CH3:27])[CH3:26])[C:21]([O:1][NH:2][C:3]([NH2:5])=[O:4])=[O:22])=[O:30])([CH3:35])([CH3:34])[CH3:33]. The yield is 0.600. (7) The reactants are [Si]([O:8][CH2:9][CH2:10][NH:11][S:12]([C:15]([C:17]1[CH:22]=[CH:21][CH:20]=[CH:19][CH:18]=1)=[CH2:16])(=[O:14])=[O:13])(C(C)(C)C)(C)C.[F-].C([N+](CCCC)(CCCC)CCCC)CCC.[NH4+].[Cl-]. The catalyst is O1CCCC1. The product is [C:17]1([CH:15]2[S:12](=[O:14])(=[O:13])[NH:11][CH2:10][CH2:9][O:8][CH2:16]2)[CH:22]=[CH:21][CH:20]=[CH:19][CH:18]=1. The yield is 0.840.